This data is from Forward reaction prediction with 1.9M reactions from USPTO patents (1976-2016). The task is: Predict the product of the given reaction. (1) Given the reactants [C:1]1([C:7]2[N:12]=[CH:11][C:10]([C:13]3[CH:14]=[N:15][N:16]4[C:21]([N:22](COCC[Si](C)(C)C)COCC[Si](C)(C)C)=[CH:20][C:19]([CH:39]5[CH2:44][CH2:43][S:42](=[O:46])(=[O:45])[CH2:41][CH2:40]5)=[N:18][C:17]=34)=[CH:9][CH:8]=2)[CH:6]=[CH:5][CH:4]=[CH:3][CH:2]=1.C(O)(C(F)(F)F)=O, predict the reaction product. The product is: [C:1]1([C:7]2[N:12]=[CH:11][C:10]([C:13]3[CH:14]=[N:15][N:16]4[C:21]([NH2:22])=[CH:20][C:19]([CH:39]5[CH2:44][CH2:43][S:42](=[O:45])(=[O:46])[CH2:41][CH2:40]5)=[N:18][C:17]=34)=[CH:9][CH:8]=2)[CH:2]=[CH:3][CH:4]=[CH:5][CH:6]=1. (2) Given the reactants [C@@H:1]1([NH:10][C:11]([N:13]2[C:21](=[O:22])[C:20]3[C:15](=[N:16][C:17]([Cl:24])=[CH:18][C:19]=3[CH3:23])[NH:14]2)=[O:12])[C:9]2[C:4](=[CH:5][CH:6]=[CH:7][CH:8]=2)[CH2:3][CH2:2]1.IC.N1[CH2:28]CCN2CCCCCC=12, predict the reaction product. The product is: [C@@H:1]1([NH:10][C:11]([N:13]2[C:21](=[O:22])[C:20]3[C:15](=[N:16][C:17]([Cl:24])=[CH:18][C:19]=3[CH3:23])[N:14]2[CH3:28])=[O:12])[C:9]2[C:4](=[CH:5][CH:6]=[CH:7][CH:8]=2)[CH2:3][CH2:2]1. (3) Given the reactants [Cl:1][C:2]1[CH:7]=[C:6]([C:8](=O)[CH3:9])[CH:5]=[CH:4][N:3]=1.[O:11]1[CH2:16][CH2:15][N:14]([S:17]([C:20]2[CH:21]=[C:22]([CH:27]=[CH:28][CH:29]=2)[C:23]([NH:25][NH2:26])=[O:24])(=[O:19])=[O:18])[CH2:13][CH2:12]1, predict the reaction product. The product is: [Cl:1][C:2]1[CH:7]=[C:6](/[C:8](=[N:26]/[NH:25][C:23](=[O:24])[C:22]2[CH:27]=[CH:28][CH:29]=[C:20]([S:17]([N:14]3[CH2:15][CH2:16][O:11][CH2:12][CH2:13]3)(=[O:18])=[O:19])[CH:21]=2)/[CH3:9])[CH:5]=[CH:4][N:3]=1. (4) Given the reactants [C:1]([C:3]1[C:8]([O:9][C:10]2[C:24]([O:25][C:26]3[CH:27]=[N:28][C:29]([S:32]([CH3:35])(=[O:34])=[O:33])=[CH:30][CH:31]=3)=[CH:23][C:13]3[NH:14][C:15]([C:17]4[CH:22]=[CH:21]C=C[N:18]=4)=[N:16][C:12]=3[CH:11]=2)=[CH:7][CH:6]=[CH:5][N:4]=1)#[N:2].[NH:36]1C=CC(C=O)=N1, predict the reaction product. The product is: [C:1]([C:3]1[C:8]([O:9][C:10]2[C:24]([O:25][C:26]3[CH:27]=[N:28][C:29]([S:32]([CH3:35])(=[O:33])=[O:34])=[CH:30][CH:31]=3)=[CH:23][C:13]3[NH:14][C:15]([C:17]4[CH:22]=[CH:21][NH:36][N:18]=4)=[N:16][C:12]=3[CH:11]=2)=[CH:7][CH:6]=[CH:5][N:4]=1)#[N:2].